This data is from Forward reaction prediction with 1.9M reactions from USPTO patents (1976-2016). The task is: Predict the product of the given reaction. (1) Given the reactants C(OC([NH:8][CH2:9][CH:10]1[CH2:15][CH2:14][N:13]([C:16]2[N:20]([CH3:21])[N:19]=[CH:18][C:17]=2[NH:22][C:23]([C:25]2[N:26]=[C:27](Br)[S:28][C:29]=2[NH:30]C(=O)OC(C)(C)C)=[O:24])[CH2:12][CH2:11]1)=O)CCC.[F:39][C:40]1[CH:41]=[CH:42][C:43]([O:49][CH3:50])=[C:44](B(O)O)[CH:45]=1, predict the reaction product. The product is: [NH2:30][C:29]1[S:28][C:27]([C:42]2[CH:41]=[C:40]([F:39])[CH:45]=[CH:44][C:43]=2[O:49][CH3:50])=[N:26][C:25]=1[C:23]([NH:22][C:17]1[CH:18]=[N:19][N:20]([CH3:21])[C:16]=1[N:13]1[CH2:14][CH2:15][CH:10]([CH2:9][NH2:8])[CH2:11][CH2:12]1)=[O:24]. (2) Given the reactants [CH3:1][O:2][C:3]([CH2:5][CH2:6][C:7]1[CH:12]=[C:11]([CH3:13])[C:10]([C:14]2[NH:15][C:16]3[C:21]([CH:22]=2)=[CH:20][CH:19]=[C:18]([C:23](O)=[O:24])[CH:17]=3)=[C:9]([CH3:26])[CH:8]=1)=[O:4].[C:27]([C:31]1[CH:37]=[CH:36][C:34]([NH2:35])=[CH:33][CH:32]=1)([CH3:30])([CH3:29])[CH3:28].CCN=C=NCCCN(C)C.C1C=CC2N(O)N=NC=2C=1, predict the reaction product. The product is: [CH3:1][O:2][C:3](=[O:4])[CH2:5][CH2:6][C:7]1[CH:8]=[C:9]([CH3:26])[C:10]([C:14]2[NH:15][C:16]3[C:21]([CH:22]=2)=[CH:20][CH:19]=[C:18]([C:23](=[O:24])[NH:35][C:34]2[CH:36]=[CH:37][C:31]([C:27]([CH3:30])([CH3:29])[CH3:28])=[CH:32][CH:33]=2)[CH:17]=3)=[C:11]([CH3:13])[CH:12]=1. (3) Given the reactants [CH3:1][O:2][C:3]1([CH2:19][C:20]([NH:22][CH3:23])=[O:21])[C:11]2[C:6](=[CH:7][CH:8]=[CH:9][CH:10]=2)[N:5]([CH:12]2[CH2:17][CH2:16][NH:15][CH2:14][CH2:13]2)[C:4]1=[O:18].CS(O[CH2:29][CH2:30][CH:31]([O:35][C:36]1[CH:41]=[C:40]([O:42][CH3:43])[CH:39]=[CH:38][C:37]=1[Cl:44])[CH:32]([CH3:34])[CH3:33])(=O)=O.C(=O)([O-])[O-].[Cs+].[Cs+].[I-].[Na+], predict the reaction product. The product is: [Cl:44][C:37]1[CH:38]=[CH:39][C:40]([O:42][CH3:43])=[CH:41][C:36]=1[O:35][CH:31]([CH:32]([CH3:33])[CH3:34])[CH2:30][CH2:29][N:15]1[CH2:14][CH2:13][CH:12]([N:5]2[C:6]3[C:11](=[CH:10][CH:9]=[CH:8][CH:7]=3)[C:3]([CH2:19][C:20]([NH:22][CH3:23])=[O:21])([O:2][CH3:1])[C:4]2=[O:18])[CH2:17][CH2:16]1. (4) Given the reactants [CH3:1][O:2][C:3](=[O:14])[C:4]1[CH:9]=[CH:8][C:7]([C:10]#[C:11][CH2:12][OH:13])=[CH:6][CH:5]=1, predict the reaction product. The product is: [CH3:1][O:2][C:3](=[O:14])[C:4]1[CH:9]=[CH:8][C:7]([CH2:10][CH2:11][CH2:12][OH:13])=[CH:6][CH:5]=1. (5) Given the reactants [CH2:1]([O:3][C:4](=[O:38])[CH:5]([C:10]1[CH:11]=[C:12]([C:28]2[CH:33]=[CH:32][C:31]([C:34]([F:37])([F:36])[F:35])=[CH:30][CH:29]=2)[CH:13]=[C:14]([NH:16][CH2:17][C:18]2[CH:23]=[CH:22][C:21]([C:24]([CH3:27])([CH3:26])[CH3:25])=[CH:20][CH:19]=2)[CH:15]=1)[CH2:6][CH:7]([CH3:9])[CH3:8])[CH3:2].[CH:39](=O)[CH2:40][CH:41]([CH3:43])[CH3:42].CC(O)=O, predict the reaction product. The product is: [CH2:1]([O:3][C:4](=[O:38])[CH:5]([C:10]1[CH:11]=[C:12]([C:28]2[CH:33]=[CH:32][C:31]([C:34]([F:35])([F:37])[F:36])=[CH:30][CH:29]=2)[CH:13]=[C:14]([N:16]([CH2:17][C:18]2[CH:23]=[CH:22][C:21]([C:24]([CH3:25])([CH3:26])[CH3:27])=[CH:20][CH:19]=2)[CH2:39][CH2:40][CH:41]([CH3:43])[CH3:42])[CH:15]=1)[CH2:6][CH:7]([CH3:8])[CH3:9])[CH3:2].